This data is from Forward reaction prediction with 1.9M reactions from USPTO patents (1976-2016). The task is: Predict the product of the given reaction. (1) Given the reactants [CH2:1]([O:8][C:9]1[CH:14]=[CH:13][NH:12][C:11](=[O:15])[CH:10]=1)[C:2]1[CH:7]=[CH:6][CH:5]=[CH:4][CH:3]=1.C(=O)([O-])[O-].[Cs+].[Cs+].Br[CH2:23][C:24]([C:26]1[CH:31]=[CH:30][C:29]([CH2:32][OH:33])=[CH:28][C:27]=1[CH3:34])=[O:25].O, predict the reaction product. The product is: [CH2:1]([O:8][C:9]1[CH:14]=[CH:13][N:12]([CH2:23][C:24]([C:26]2[CH:31]=[CH:30][C:29]([CH2:32][OH:33])=[CH:28][C:27]=2[CH3:34])=[O:25])[C:11](=[O:15])[CH:10]=1)[C:2]1[CH:3]=[CH:4][CH:5]=[CH:6][CH:7]=1. (2) Given the reactants [Cl:1][C:2]1[CH:3]=[C:4]([CH:6]=[CH:7][CH:8]=1)[NH2:5].Cl.[N:10]([O-])=O.[Na+].C([O-])(=O)C.[Na+].[C:19]([CH2:21][C:22]([NH2:24])=[O:23])#[N:20], predict the reaction product. The product is: [Cl:1][C:2]1[CH:3]=[C:4]([N:5]=[N:10][CH:21]([C:19]#[N:20])[C:22]([NH2:24])=[O:23])[CH:6]=[CH:7][CH:8]=1. (3) Given the reactants [NH:1]1[CH2:6][CH2:5][CH:4]([C:7]2[CH:8]=[CH:9][C:10]3[O:19][CH2:18][CH2:17][C:16]4[N:12]([N:13]=[C:14]([C:20]5[N:21]([CH2:25][C:26]([F:29])([F:28])[F:27])[N:22]=[CH:23][N:24]=5)[CH:15]=4)[C:11]=3[CH:30]=2)[CH2:3][CH2:2]1.C(=O)([O-])[O-].[K+].[K+].Br[CH2:38][C:39]([NH2:41])=[O:40], predict the reaction product. The product is: [F:28][C:26]([F:29])([F:27])[CH2:25][N:21]1[C:20]([C:14]2[CH:15]=[C:16]3[N:12]([C:11]4[CH:30]=[C:7]([CH:4]5[CH2:3][CH2:2][N:1]([CH2:38][C:39]([NH2:41])=[O:40])[CH2:6][CH2:5]5)[CH:8]=[CH:9][C:10]=4[O:19][CH2:18][CH2:17]3)[N:13]=2)=[N:24][CH:23]=[N:22]1. (4) Given the reactants [Br:1][C:2]1[CH:7]=[CH:6][C:5]([CH:8]([CH3:22])[C:9]([C:11]2[CH:12]=[CH:13][C:14]3[O:18][C:17](=[O:19])[N:16]([CH3:20])[C:15]=3[CH:21]=2)=[O:10])=[C:4]([Cl:23])[CH:3]=1.Cl.C([O-])(O)=O.[Na+].Br[C:31](C)([CH3:35])[C:32](Br)=O, predict the reaction product. The product is: [Br:1][C:2]1[CH:7]=[CH:6][C:5]([CH:8]([CH3:22])[C:9]([C:11]2[CH:12]=[CH:13][C:14]3[O:18][C:31]([CH3:35])([CH3:32])[C:17](=[O:19])[N:16]([CH3:20])[C:15]=3[CH:21]=2)=[O:10])=[C:4]([Cl:23])[CH:3]=1. (5) Given the reactants [CH2:1]([O:8][C:9]1[CH:14]=[CH:13][C:12]([C:15]#[C:16][C:17]2[CH:40]=[CH:39][C:20]([CH2:21][N:22]([C:34](=[O:38])[C:35]([OH:37])=[O:36])[CH2:23][C:24]3[CH:29]=[CH:28][C:27]([C:30]([F:33])([F:32])[F:31])=[CH:26][CH:25]=3)=[CH:19][CH:18]=2)=[CH:11][CH:10]=1)[CH2:2][CH2:3][CH2:4][CH2:5][CH2:6][CH3:7], predict the reaction product. The product is: [CH2:1]([O:8][C:9]1[CH:10]=[CH:11][C:12]([CH2:15][CH2:16][C:17]2[CH:40]=[CH:39][C:20]([CH2:21][N:22]([C:34](=[O:38])[C:35]([OH:37])=[O:36])[CH2:23][C:24]3[CH:25]=[CH:26][C:27]([C:30]([F:32])([F:33])[F:31])=[CH:28][CH:29]=3)=[CH:19][CH:18]=2)=[CH:13][CH:14]=1)[CH2:2][CH2:3][CH2:4][CH2:5][CH2:6][CH3:7]. (6) Given the reactants Br[C:2]1[CH:3]=[C:4]([C:8]([NH:11][C:12](=[O:22])[O:13][CH:14]2[CH:19]3[CH2:20][CH2:21][N:16]([CH2:17][CH2:18]3)[CH2:15]2)([CH3:10])[CH3:9])[CH:5]=[CH:6][CH:7]=1.[C:23]1(B(O)O)[CH:28]=[CH:27][CH:26]=[CH:25][CH:24]=1, predict the reaction product. The product is: [C:2]1([C:23]2[CH:28]=[CH:27][CH:26]=[CH:25][CH:24]=2)[CH:7]=[CH:6][CH:5]=[C:4]([C:8]([NH:11][C:12](=[O:22])[O:13][CH:14]2[CH:19]3[CH2:20][CH2:21][N:16]([CH2:17][CH2:18]3)[CH2:15]2)([CH3:10])[CH3:9])[CH:3]=1.